From a dataset of Full USPTO retrosynthesis dataset with 1.9M reactions from patents (1976-2016). Predict the reactants needed to synthesize the given product. (1) The reactants are: [OH:1][C:2]([CH3:18])([CH3:17])[CH2:3][CH2:4][CH2:5][CH:6]1[CH2:10][CH2:9][C:8]2([CH2:15][CH2:14][CH2:13][C:12](=[O:16])[CH2:11]2)[CH2:7]1.[CH3:19][Si:20]([CH3:27])([CH3:26])N1C=CN=C1. Given the product [CH3:17][C:2]([O:1][Si:20]([CH3:27])([CH3:26])[CH3:19])([CH3:18])[CH2:3][CH2:4][CH2:5][CH:6]1[CH2:10][CH2:9][C:8]2([CH2:15][CH2:14][CH2:13][C:12](=[O:16])[CH2:11]2)[CH2:7]1, predict the reactants needed to synthesize it. (2) Given the product [CH3:1][C@@H:2]1[CH2:6][CH2:5][CH2:4][N:3]1[CH2:7][CH2:8][N:9]1[CH2:18][CH2:17][C:16]2[C:11](=[CH:12][CH:13]=[C:14]([O:19][C:20]3[CH:21]=[CH:22][C:23]([C:24]([N:30]4[CH2:34][CH2:33][CH2:32][CH2:31]4)=[O:25])=[CH:27][CH:28]=3)[CH:15]=2)[C:10]1=[O:29], predict the reactants needed to synthesize it. The reactants are: [CH3:1][C@@H:2]1[CH2:6][CH2:5][CH2:4][N:3]1[CH2:7][CH2:8][N:9]1[CH2:18][CH2:17][C:16]2[C:11](=[CH:12][CH:13]=[C:14]([O:19][C:20]3[CH:28]=[CH:27][C:23]([C:24](O)=[O:25])=[CH:22][CH:21]=3)[CH:15]=2)[C:10]1=[O:29].[NH:30]1[CH2:34][CH2:33][CH2:32][CH2:31]1. (3) The reactants are: [N:1]1([C:7]2[CH:8]=[CH:9][C:10]3[N:11]([C:13]([C:16]([F:19])([F:18])[F:17])=[N:14][N:15]=3)[N:12]=2)[CH2:6][CH2:5][NH:4][CH2:3][CH2:2]1.[S:20]1[CH:24]=[CH:23][CH:22]=[C:21]1[CH:25]=O. Given the product [S:20]1[CH:24]=[CH:23][CH:22]=[C:21]1[CH2:25][N:4]1[CH2:3][CH2:2][N:1]([C:7]2[CH:8]=[CH:9][C:10]3[N:11]([C:13]([C:16]([F:17])([F:18])[F:19])=[N:14][N:15]=3)[N:12]=2)[CH2:6][CH2:5]1, predict the reactants needed to synthesize it. (4) Given the product [Cl:32][C:10]1[C:5]2[N:6]([C:2]([CH3:1])=[CH:3][CH:4]=2)[C:7]([C:12]([O:14][CH2:15][CH3:16])=[O:13])=[CH:8][N:9]=1, predict the reactants needed to synthesize it. The reactants are: [CH3:1][C:2]1[N:6]2[C:7]([C:12]([O:14][CH2:15][CH3:16])=[O:13])=[CH:8][NH:9][C:10](=O)[C:5]2=[CH:4][CH:3]=1.O.C(=O)([O-])O.[Na+].P(Cl)([Cl:32])(OC1C=CC=CC=1)=O. (5) Given the product [Br:1][C:2]1[C:11]2[C:10]([CH3:13])([CH3:12])[CH2:9][CH:8]=[C:7]([CH:14]([CH3:16])[CH3:15])[C:6]=2[CH:5]=[C:4](/[C:17](/[CH3:30])=[C:18](/[F:29])\[CH:19]=[CH:20]\[C:21](\[CH3:28])=[CH:22]/[C:23]([OH:25])=[O:24])[C:3]=1[O:31][CH2:32][CH2:33][CH3:34], predict the reactants needed to synthesize it. The reactants are: [Br:1][C:2]1[C:11]2[C:10]([CH3:13])([CH3:12])[CH2:9][CH:8]=[C:7]([CH:14]([CH3:16])[CH3:15])[C:6]=2[CH:5]=[C:4](/[C:17](/[CH3:30])=[C:18](/[F:29])\[CH:19]=[CH:20]\[C:21](\[CH3:28])=[CH:22]\[C:23]([O:25]CC)=[O:24])[C:3]=1[O:31][CH2:32][CH2:33][CH3:34].[OH-].[Na+].